Task: Predict which catalyst facilitates the given reaction.. Dataset: Catalyst prediction with 721,799 reactions and 888 catalyst types from USPTO (1) The catalyst class is: 34. Reactant: [CH2:1]([O:4][C:5]([N:7]([CH2:17][CH:18]1[CH2:23][CH2:22][N:21]([C:24]2([CH2:35][C:36]([O:38]C(C)(C)C)=[O:37])[CH2:27][N:26]([C:28]([O:30][C:31]([CH3:34])([CH3:33])[CH3:32])=[O:29])[CH2:25]2)[CH2:20][CH2:19]1)[C@@H:8]1[CH2:10][C@H:9]1[C:11]1[CH:16]=[CH:15][CH:14]=[CH:13][CH:12]=1)=[O:6])[CH:2]=[CH2:3].C(O)(C(F)(F)F)=O.C(OC(OC(OC(C)(C)C)=O)=O)(C)(C)C.C(=O)([O-])[O-].[Na+].[Na+]. Product: [CH2:1]([O:4][C:5]([N:7]([CH2:17][CH:18]1[CH2:19][CH2:20][N:21]([C:24]2([CH2:35][C:36]([OH:38])=[O:37])[CH2:25][N:26]([C:28]([O:30][C:31]([CH3:32])([CH3:33])[CH3:34])=[O:29])[CH2:27]2)[CH2:22][CH2:23]1)[C@@H:8]1[CH2:10][C@H:9]1[C:11]1[CH:12]=[CH:13][CH:14]=[CH:15][CH:16]=1)=[O:6])[CH:2]=[CH2:3]. (2) Reactant: Cl[C:2]1[CH:3]=[CH:4][C:5]2[N:6]([C:8]([C:11]3[CH:16]=[CH:15][C:14]([Cl:17])=[CH:13][CH:12]=3)=[CH:9][N:10]=2)[N:7]=1.C([O-])([O-])=O.[K+].[K+].Cl.[CH3:25][N:26]1[CH2:31][CH2:30][N:29]([C:32]([C:34]2[CH:39]=[CH:38][C:37](B(O)O)=[CH:36][CH:35]=2)=[O:33])[CH2:28][CH2:27]1. Product: [Cl:17][C:14]1[CH:15]=[CH:16][C:11]([C:8]2[N:6]3[N:7]=[C:2]([C:37]4[CH:36]=[CH:35][C:34]([C:32]([N:29]5[CH2:30][CH2:31][N:26]([CH3:25])[CH2:27][CH2:28]5)=[O:33])=[CH:39][CH:38]=4)[CH:3]=[CH:4][C:5]3=[N:10][CH:9]=2)=[CH:12][CH:13]=1. The catalyst class is: 335. (3) Reactant: Cl[C:2]1[N:7]=[CH:6][C:5]([C:8]([N:10]2[CH2:15][CH2:14][O:13][CH2:12][CH2:11]2)=[O:9])=[CH:4][CH:3]=1.[C:16](=[O:19])([O-])[O-].[Na+].[Na+].[F-].C([N+](CCCC)(CCCC)CCCC)CCC.[C:40]1(C)[CH:45]=[CH:44]C=[CH:42][CH:41]=1. Product: [N:10]1([C:8]([C:5]2[CH2:6][NH:7][C:2]([C:40]3[CH:45]=[CH:44][C:16]([OH:19])=[CH:42][CH:41]=3)=[CH:3][CH:4]=2)=[O:9])[CH2:15][CH2:14][O:13][CH2:12][CH2:11]1. The catalyst class is: 535. (4) Reactant: [F:1][C:2]1[CH:14]=[CH:13][C:12]2[C:11]3[C:6](=[CH:7][CH:8]=[C:9]([F:15])[CH:10]=3)[NH:5][C:4]=2[CH:3]=1.[OH-].[K+].[CH2:18]([CH:20]1[O:22][CH2:21]1)Br. Product: [F:1][C:2]1[CH:14]=[CH:13][C:12]2[C:11]3[C:6](=[CH:7][CH:8]=[C:9]([F:15])[CH:10]=3)[N:5]([CH2:18][CH:20]3[CH2:21][O:22]3)[C:4]=2[CH:3]=1. The catalyst class is: 9. (5) Reactant: [O:1]1[C:5]2[CH:6]=[CH:7][CH:8]=[CH:9][C:4]=2[CH:3]=[CH:2]1.C(=O)=O.[Li]CCCC.[C:18](OCC)(=[O:24])[C:19]([O:21][CH2:22][CH3:23])=[O:20]. Product: [O:1]1[C:5]2[CH:6]=[CH:7][CH:8]=[CH:9][C:4]=2[CH:3]=[C:2]1[C:18](=[O:24])[C:19]([O:21][CH2:22][CH3:23])=[O:20]. The catalyst class is: 365. (6) Reactant: [Si](OC1C=C([C:17]2[NH:18][C:19]3[C:24]([CH:25]=2)=[CH:23][CH:22]=[C:21](OC)[CH:20]=3)C=CC=1OC)(C(C)(C)C)(C)C.CO[C:30]1[CH:31]=[C:32]([CH:36]=[C:37](OC)[C:38]=1OC)[C:33](Cl)=[O:34]. Product: [C:33]([C:17]1[NH:18][C:19]2[C:24]([CH:25]=1)=[CH:23][CH:22]=[CH:21][CH:20]=2)(=[O:34])[C:32]1[CH:36]=[CH:37][CH:38]=[CH:30][CH:31]=1. The catalyst class is: 262. (7) The catalyst class is: 1. Reactant: [CH2:1]([N:4]([CH2:12][C:13](N(OC)C)=[O:14])[C:5](=[O:11])[O:6][C:7]([CH3:10])([CH3:9])[CH3:8])[CH:2]=[CH2:3].[C:19]1([Mg]Br)[CH:24]=[CH:23][CH:22]=[CH:21][CH:20]=1. Product: [CH2:1]([N:4]([CH2:12][C:13]([C:19]1[CH:24]=[CH:23][CH:22]=[CH:21][CH:20]=1)=[O:14])[C:5](=[O:11])[O:6][C:7]([CH3:8])([CH3:9])[CH3:10])[CH:2]=[CH2:3]. (8) Reactant: [NH2:1][C:2]1[CH:3]=[C:4]([C:8]2[N:13]3[N:14]=[CH:15][C:16]([C:17]([C:19]4[S:20][CH:21]=[CH:22][CH:23]=4)=[O:18])=[C:12]3[N:11]=[CH:10][CH:9]=2)[CH:5]=[CH:6][CH:7]=1.[C:24]1([S:30]N=C=O)C=CC=CC=1.[CH2:34]([OH:36])[CH3:35]. Product: [S:20]1[CH:21]=[CH:22][CH:23]=[C:19]1[C:17]([C:16]1[CH:15]=[N:14][N:13]2[C:8]([C:4]3[CH:3]=[C:2]([NH:1][C:24](=[S:30])[O:36][CH2:34][CH3:35])[CH:7]=[CH:6][CH:5]=3)=[CH:9][CH:10]=[N:11][C:12]=12)=[O:18]. The catalyst class is: 595. (9) Reactant: [F:1][C:2]([F:28])([F:27])[O:3][C:4]1[CH:9]=[CH:8][C:7]([N:10]2[CH:14]=[N:13][C:12]([C:15]3[CH:20]=[CH:19][C:18]([CH:21]([CH3:26])[CH2:22][C:23]([OH:25])=O)=[CH:17][CH:16]=3)=[N:11]2)=[CH:6][CH:5]=1.C(N(CC)CC)C.P([N:52]=[N+:53]=[N-:54])(=O)(OC1C=CC=CC=1)OC1C=CC=CC=1. Product: [F:1][C:2]([F:28])([F:27])[O:3][C:4]1[CH:5]=[CH:6][C:7]([N:10]2[CH:14]=[N:13][C:12]([C:15]3[CH:20]=[CH:19][C:18]([CH:21]([CH3:26])[CH2:22][C:23]([N:52]=[N+:53]=[N-:54])=[O:25])=[CH:17][CH:16]=3)=[N:11]2)=[CH:8][CH:9]=1. The catalyst class is: 133.